Predict hERG channel inhibition at various concentrations. From a dataset of hERG Central: cardiac toxicity at 1µM, 10µM, and general inhibition. (1) The compound is COC(=O)c1ccc(C2Nc3ccc(/C(C)=N/NC(=O)C(OC)c4ccccc4)cc3C3C=CCC32)cc1. Results: hERG_inhib (hERG inhibition (general)): blocker. (2) The compound is Cc1ccc(S(=O)(=O)NCc2ccc(C(=O)N3CCN(c4ccc([N+](=O)[O-])cc4)CC3)cc2)cc1. Results: hERG_inhib (hERG inhibition (general)): blocker.